This data is from Reaction yield outcomes from USPTO patents with 853,638 reactions. The task is: Predict the reaction yield, written as a fraction of the theoretical maximum amount of product (1.0 means a 100% yield; for example, 0.34 means a 34% yield). (1) The reactants are C[Si]([N:5]=[N+:6]=[N-:7])(C)C.[C:8]([C:10]1[N:15]=[C:14]([O:16][CH3:17])[C:13]([N+:18]([O-:20])=[O:19])=[CH:12][CH:11]=1)#[CH:9]. The catalyst is C1(C)C=CC=CC=1.O. The product is [CH3:17][O:16][C:14]1[C:13]([N+:18]([O-:20])=[O:19])=[CH:12][CH:11]=[C:10]([C:8]2[CH:9]=[N:7][NH:6][N:5]=2)[N:15]=1. The yield is 0.770. (2) The reactants are [Br:1][C:2]1[CH:3]=[C:4]([NH:10][C:11]2[N:16]=[CH:15][C:14]([N:17]3[CH2:22][CH2:21][N:20](C(OC(C)(C)C)=O)[C@H:19]([CH3:30])[CH2:18]3)=[CH:13][CH:12]=2)[C:5](=[O:9])[N:6]([CH3:8])[CH:7]=1.FC(F)(F)C(O)=O.[OH-].[Na+]. The yield is 0.610. The product is [Br:1][C:2]1[CH:3]=[C:4]([NH:10][C:11]2[CH:12]=[CH:13][C:14]([N:17]3[CH2:22][CH2:21][NH:20][C@H:19]([CH3:30])[CH2:18]3)=[CH:15][N:16]=2)[C:5](=[O:9])[N:6]([CH3:8])[CH:7]=1. The catalyst is ClCCl. (3) The reactants are CCCC[N+](CCCC)(CCCC)CCCC.[F-].[C:19]([O:23][C:24](=[O:51])[N:25]([CH2:38][C:39]1[CH:44]=[CH:43][C:42]([N:45]2[CH2:50][CH2:49][O:48][CH2:47][CH2:46]2)=[CH:41][CH:40]=1)[C:26]#[C:27][Si](C(C)C)(C(C)C)C(C)C)([CH3:22])([CH3:21])[CH3:20].O. The catalyst is C1COCC1. The product is [C:19]([O:23][C:24](=[O:51])[N:25]([C:26]#[CH:27])[CH2:38][C:39]1[CH:44]=[CH:43][C:42]([N:45]2[CH2:46][CH2:47][O:48][CH2:49][CH2:50]2)=[CH:41][CH:40]=1)([CH3:22])([CH3:21])[CH3:20]. The yield is 0.600. (4) The reactants are C(NC(C)C)(C)C.[Br:8][C:9]1[CH:14]=[CH:13][C:12]([O:15][CH3:16])=[C:11]([F:17])[CH:10]=1.CN([CH:21]=[O:22])C. The catalyst is C1COCC1. The product is [Br:8][C:9]1[C:10]([CH:21]=[O:22])=[C:11]([F:17])[C:12]([O:15][CH3:16])=[CH:13][CH:14]=1. The yield is 0.580. (5) No catalyst specified. The reactants are [CH2:1]([N:8]1[C:16]2[C:11](=[CH:12][C:13]([C:17]3[CH:22]=[CH:21][C:20]([O:23][C:24]([F:27])([F:26])[F:25])=[CH:19][CH:18]=3)=[CH:14][CH:15]=2)[CH:10]=[CH:9]1)[C:2]1[CH:7]=[CH:6][CH:5]=[CH:4][CH:3]=1.[C:28](Cl)(=[O:32])[C:29](Cl)=[O:30].[CH2:34]([OH:36])[CH3:35]. The yield is 0.860. The product is [CH2:1]([N:8]1[C:16]2[C:11](=[CH:12][C:13]([C:17]3[CH:22]=[CH:21][C:20]([O:23][C:24]([F:27])([F:25])[F:26])=[CH:19][CH:18]=3)=[CH:14][CH:15]=2)[C:10]([C:28](=[O:32])[C:29]([O:36][CH2:34][CH3:35])=[O:30])=[CH:9]1)[C:2]1[CH:3]=[CH:4][CH:5]=[CH:6][CH:7]=1.